Dataset: Full USPTO retrosynthesis dataset with 1.9M reactions from patents (1976-2016). Task: Predict the reactants needed to synthesize the given product. (1) Given the product [NH2:19][C:20]1[C:21]([C:22]#[N:23])=[C:24]([CH:25]=[CH:26][CH:27]=1)[O:15][CH2:14][C:13]([CH3:16])([CH3:17])[C:12]([NH:11][CH2:10][CH2:9][O:8][CH2:1][C:2]1[CH:7]=[CH:6][CH:5]=[CH:4][CH:3]=1)=[O:18], predict the reactants needed to synthesize it. The reactants are: [CH2:1]([O:8][CH2:9][CH2:10][NH:11][C:12](=[O:18])[C:13]([CH3:17])([CH3:16])[CH2:14][OH:15])[C:2]1[CH:7]=[CH:6][CH:5]=[CH:4][CH:3]=1.[NH2:19][C:20]1[CH:27]=[CH:26][CH:25]=[C:24](F)[C:21]=1[C:22]#[N:23]. (2) Given the product [CH2:24]([O:26][C:27]([C:29]1[N:30]=[C:31]([S:34][CH2:16][C:14]2[N:15]=[C:11]([NH:10][C:8]([N:7]([CH:18]3[CH2:23][CH2:22][CH2:21][CH2:20][CH2:19]3)[CH:1]3[CH2:6][CH2:5][CH2:4][CH2:3][CH2:2]3)=[O:9])[S:12][CH:13]=2)[NH:32][CH:33]=1)=[O:28])[CH3:25], predict the reactants needed to synthesize it. The reactants are: [CH:1]1([N:7]([CH:18]2[CH2:23][CH2:22][CH2:21][CH2:20][CH2:19]2)[C:8]([NH:10][C:11]2[S:12][CH:13]=[C:14]([CH2:16]Br)[N:15]=2)=[O:9])[CH2:6][CH2:5][CH2:4][CH2:3][CH2:2]1.[CH2:24]([O:26][C:27]([C:29]1[N:30]=[C:31]([SH:34])[NH:32][CH:33]=1)=[O:28])[CH3:25].